This data is from Experimental lipophilicity measurements (octanol/water distribution) for 4,200 compounds from AstraZeneca. The task is: Regression/Classification. Given a drug SMILES string, predict its absorption, distribution, metabolism, or excretion properties. Task type varies by dataset: regression for continuous measurements (e.g., permeability, clearance, half-life) or binary classification for categorical outcomes (e.g., BBB penetration, CYP inhibition). For this dataset (lipophilicity_astrazeneca), we predict Y. (1) The compound is Cc1nnsc1C(=O)Nc1ccccc1. The Y is 0.970 logD. (2) The drug is COC(=O)c1c(C)[nH]c(C)c1C(=O)c1ccccc1Cl. The Y is 2.70 logD. (3) The Y is 2.00 logD. The drug is NC1(c2ccc(-c3c(-c4ccccc4)ccn4ccnc34)cc2)CCC1.